From a dataset of Catalyst prediction with 721,799 reactions and 888 catalyst types from USPTO. Predict which catalyst facilitates the given reaction. (1) Reactant: C([O:3][C:4]([C:6]1[CH:10]=[C:9]([C:11]2[N:15]3[C:16]4[C:21]([N:22]=[C:23]([NH:24][CH2:25][CH2:26][CH2:27][OH:28])[C:14]3=[N:13][CH:12]=2)=[CH:20][C:19]([C:29]([F:32])([F:31])[F:30])=[CH:18][CH:17]=4)[NH:8][N:7]=1)=O)C.[CH3:33][NH2:34]. Product: [OH:28][CH2:27][CH2:26][CH2:25][NH:24][C:23]1[C:14]2[N:15]([C:11]([C:9]3[NH:8][N:7]=[C:6]([C:4]([NH:34][CH3:33])=[O:3])[CH:10]=3)=[CH:12][N:13]=2)[C:16]2[C:21]([N:22]=1)=[CH:20][C:19]([C:29]([F:32])([F:31])[F:30])=[CH:18][CH:17]=2. The catalyst class is: 1. (2) Reactant: [F:1][C:2]1[CH:7]=[CH:6][C:5]([CH:8]=[CH:9][C:10]([NH:12][C@H:13]([C:23]([O:25]C)=[O:24])[CH2:14][C:15]2[CH:20]=[CH:19][C:18]([O:21][CH3:22])=[CH:17][CH:16]=2)=[O:11])=[CH:4][CH:3]=1.[OH-].[Na+]. Product: [F:1][C:2]1[CH:3]=[CH:4][C:5]([CH:8]=[CH:9][C:10]([NH:12][C@H:13]([C:23]([OH:25])=[O:24])[CH2:14][C:15]2[CH:16]=[CH:17][C:18]([O:21][CH3:22])=[CH:19][CH:20]=2)=[O:11])=[CH:6][CH:7]=1. The catalyst class is: 5. (3) Reactant: [F:1][C:2]1[CH:3]=[CH:4][C:5]([NH2:8])=[N:6][CH:7]=1.[H-].[Na+].Br[C:12]1[C:13]2[N:14]([C:19]([C:22]([NH:24][C:25]3[CH:30]=[CH:29][N:28]=[CH:27][C:26]=3[F:31])=[O:23])=[CH:20][N:21]=2)[N:15]=[C:16]([Cl:18])[CH:17]=1.O. Product: [Cl:18][C:16]1[CH:17]=[C:12]([NH:8][C:5]2[CH:4]=[CH:3][C:2]([F:1])=[CH:7][N:6]=2)[C:13]2[N:14]([C:19]([C:22]([NH:24][C:25]3[CH:30]=[CH:29][N:28]=[CH:27][C:26]=3[F:31])=[O:23])=[CH:20][N:21]=2)[N:15]=1. The catalyst class is: 3. (4) Reactant: C(OC([NH:11][CH2:12][CH2:13][CH2:14][O:15][C:16]1[CH:17]=[C:18]2[C:22](=[CH:23][CH:24]=1)[NH:21][C:20]([CH2:25][CH2:26][C:27]([O:29][CH3:30])=[O:28])=[CH:19]2)=O)C1C=CC=CC=1. Product: [NH2:11][CH2:12][CH2:13][CH2:14][O:15][C:16]1[CH:17]=[C:18]2[C:22](=[CH:23][CH:24]=1)[NH:21][C:20]([CH2:25][CH2:26][C:27]([O:29][CH3:30])=[O:28])=[CH:19]2. The catalyst class is: 29. (5) Reactant: [C:1]([O:5][C:6]([N:8]1[CH2:13][CH2:12][CH2:11][CH:10]([C:14]([O:16]C/C=C\C)=[O:15])[CH2:9]1)=[O:7])([CH3:4])([CH3:3])[CH3:2].C[Si](C)(C)[N-][Si](C)(C)C.[Li+].C[Si](Cl)(C)C.[OH-].[Na+]. Product: [C:1]([O:5][C:6]([N:8]1[CH2:13][CH2:12][CH2:11][C:10]([CH:11]([CH3:12])[CH:10]=[CH2:9])([C:14]([OH:16])=[O:15])[CH2:9]1)=[O:7])([CH3:2])([CH3:3])[CH3:4]. The catalyst class is: 30. (6) Reactant: [Cl:1][C:2]1[C:26]2[O:25][C:9]3[C:10](=[O:24])[N:11]([C@@H:13]([CH2:17][CH:18]4[CH2:23][CH2:22][CH2:21][CH2:20][CH2:19]4)[C:14](O)=[O:15])[CH2:12][C:8]=3[CH2:7][C:6]=2[CH:5]=[CH:4][CH:3]=1.[NH2:27][C:28]1[CH:33]=[CH:32][CH:31]=[CH:30][N:29]=1.ON1C2C=CC=CC=2N=N1. Product: [Cl:1][C:2]1[C:26]2[O:25][C:9]3[C:10](=[O:24])[N:11]([C@@H:13]([CH2:17][CH:18]4[CH2:23][CH2:22][CH2:21][CH2:20][CH2:19]4)[C:14]([NH:27][C:28]4[CH:33]=[CH:32][CH:31]=[CH:30][N:29]=4)=[O:15])[CH2:12][C:8]=3[CH2:7][C:6]=2[CH:5]=[CH:4][CH:3]=1. The catalyst class is: 34. (7) Reactant: N(C(OC(C)(C)C)=O)=NC(OC(C)(C)C)=O.[CH3:17][O:18][C:19](=[O:31])[CH2:20][C@H:21]1[C:25]2[CH:26]=[CH:27][C:28]([OH:30])=[CH:29][C:24]=2[O:23][CH2:22]1.[Br:32][C:33]1[C:41]([C:42]([F:45])([F:44])[F:43])=[CH:40][CH:39]=[C:38]2[C:34]=1[CH2:35][CH2:36][C@@H:37]2O.C(P(CCCC)CCCC)CCC. Product: [CH3:17][O:18][C:19](=[O:31])[CH2:20][C@H:21]1[C:25]2[CH:26]=[CH:27][C:28]([O:30][C@H:37]3[C:38]4[C:34](=[C:33]([Br:32])[C:41]([C:42]([F:43])([F:44])[F:45])=[CH:40][CH:39]=4)[CH2:35][CH2:36]3)=[CH:29][C:24]=2[O:23][CH2:22]1. The catalyst class is: 30. (8) Reactant: [CH3:1][O:2][C:3](=[O:24])[CH:4]([S:8][CH2:9][CH2:10][C:11]1[CH:16]=[CH:15][C:14]([C:17]2[CH:22]=[CH:21][C:20]([Cl:23])=[CH:19][CH:18]=2)=[CH:13][CH:12]=1)[CH2:5][CH2:6]O.C1(P(C2C=CC=CC=2)C2C=CC=CC=2)C=CC=CC=1.[F:44][C:45]1[CH:46]=[CH:47][C:48]2[N:53]=[N:52][NH:51][C:50](=[O:54])[C:49]=2[CH:55]=1.N(C(OC(C)C)=O)=NC(OC(C)C)=O. Product: [CH3:1][O:2][C:3](=[O:24])[CH:4]([S:8][CH2:9][CH2:10][C:11]1[CH:16]=[CH:15][C:14]([C:17]2[CH:22]=[CH:21][C:20]([Cl:23])=[CH:19][CH:18]=2)=[CH:13][CH:12]=1)[CH2:5][CH2:6][N:51]1[C:50](=[O:54])[C:49]2[CH:55]=[C:45]([F:44])[CH:46]=[CH:47][C:48]=2[N:53]=[N:52]1. The catalyst class is: 7. (9) Reactant: Cl.[NH2:2][OH:3].C([O-])(O)=O.[Na+].[Cl:9][CH2:10][CH:11]1[C:19]2[C:18]3[CH:20]=[CH:21][C:22]([S:24](Cl)(=[O:26])=[O:25])=[CH:23][C:17]=3[C:16]([N+:28]([O-:30])=[O:29])=[CH:15][C:14]=2[N:13](C(=O)C(F)(F)F)[CH2:12]1.C([O-])([O-])=O.[Cs+].[Cs+]. Product: [Cl:9][CH2:10][CH:11]1[C:19]2[C:18]3[CH:20]=[CH:21][C:22]([S:24]([NH:2][OH:3])(=[O:26])=[O:25])=[CH:23][C:17]=3[C:16]([N+:28]([O-:30])=[O:29])=[CH:15][C:14]=2[NH:13][CH2:12]1. The catalyst class is: 72.